From a dataset of Peptide-MHC class II binding affinity with 134,281 pairs from IEDB. Regression. Given a peptide amino acid sequence and an MHC pseudo amino acid sequence, predict their binding affinity value. This is MHC class II binding data. (1) The binding affinity (normalized) is 0.946. The peptide sequence is EKKYFAATQFELLAA. The MHC is DRB1_0101 with pseudo-sequence DRB1_0101. (2) The binding affinity (normalized) is 0.156. The peptide sequence is KEAISPPDAASAAPL. The MHC is DRB1_1302 with pseudo-sequence DRB1_1302. (3) The peptide sequence is RRGSANGKTLGEVWK. The MHC is DRB4_0103 with pseudo-sequence DRB4_0103. The binding affinity (normalized) is 0. (4) The peptide sequence is AQNGVRAMSSLGSSL. The MHC is HLA-DQA10501-DQB10301 with pseudo-sequence HLA-DQA10501-DQB10301. The binding affinity (normalized) is 0.494. (5) The peptide sequence is VNWEVIIMDEAHFLD. The MHC is DRB1_0901 with pseudo-sequence DRB1_0901. The binding affinity (normalized) is 0.540.